This data is from Forward reaction prediction with 1.9M reactions from USPTO patents (1976-2016). The task is: Predict the product of the given reaction. (1) The product is: [F:17][CH2:18][CH2:19][NH:20][C:2]1[CH:7]=[CH:6][N:5]2[CH:8]=[C:9]([C:11]3[O:12][CH:13]=[CH:14][CH:15]=3)[N:10]=[C:4]2[CH:3]=1. Given the reactants Br[C:2]1[CH:7]=[CH:6][N:5]2[CH:8]=[C:9]([C:11]3[O:12][CH:13]=[CH:14][CH:15]=3)[N:10]=[C:4]2[CH:3]=1.Cl.[F:17][CH2:18][CH2:19][NH2:20].C([O-])([O-])=O.[Cs+].[Cs+].C(Cl)(Cl)Cl.CC1(C)C2C(=C(P(C3C=CC=CC=3)C3C=CC=CC=3)C=CC=2)OC2C(P(C3C=CC=CC=3)C3C=CC=CC=3)=CC=CC1=2, predict the reaction product. (2) The product is: [CH3:1][C:2]1([CH3:10])[O:9][C:7](=[O:8])[C:6](=[C:12]([CH3:14])[CH3:11])[C:4](=[O:5])[O:3]1. Given the reactants [CH3:1][C:2]1([CH3:10])[O:9][C:7](=[O:8])[CH2:6][C:4](=[O:5])[O:3]1.[CH3:11][C:12]([CH3:14])=O.C(O)(=O)C.N1CCOCC1, predict the reaction product. (3) Given the reactants [C:1]([NH:4][NH:5][C:6]([C:8]1[CH:9]=[N:10][N:11]2[CH:16]=[CH:15][C:14]([N:17]3[CH2:21][CH2:20][CH2:19][CH:18]3[C:22]3[CH:23]=[N:24][CH:25]=[C:26]([F:28])[CH:27]=3)=[N:13][C:12]=12)=O)(=O)[CH3:2].P12(SP3(SP(SP(S3)(S1)=S)(=S)S2)=S)=[S:30].C([O-])([O-])=O.[Na+].[Na+], predict the reaction product. The product is: [F:28][C:26]1[CH:27]=[C:22]([CH:18]2[CH2:19][CH2:20][CH2:21][N:17]2[C:14]2[CH:15]=[CH:16][N:11]3[N:10]=[CH:9][C:8]([C:6]4[S:30][C:1]([CH3:2])=[N:4][N:5]=4)=[C:12]3[N:13]=2)[CH:23]=[N:24][CH:25]=1. (4) Given the reactants Cl[C:2]1[N:7]=[C:6]([C:8]2[N:12]3[CH:13]=[CH:14][CH:15]=[CH:16][C:11]3=[N:10][C:9]=2[C:17]2[CH:18]=[C:19]([CH:31]=[CH:32][CH:33]=2)[C:20]([NH:22][C:23]2[C:28]([F:29])=[CH:27][CH:26]=[CH:25][C:24]=2[F:30])=[O:21])[CH:5]=[CH:4][N:3]=1.[CH3:34][C:35]1[C:36]([N:44]2[CH2:49][CH2:48][N:47]([S:50]([CH3:53])(=[O:52])=[O:51])[CH2:46][CH2:45]2)=[CH:37][C:38]([O:42][CH3:43])=[C:39]([CH:41]=1)[NH2:40].C1(C)C=CC(S(O)(=O)=O)=CC=1.C(O)C(F)(F)F.N, predict the reaction product. The product is: [F:30][C:24]1[CH:25]=[CH:26][CH:27]=[C:28]([F:29])[C:23]=1[NH:22][C:20](=[O:21])[C:19]1[CH:31]=[CH:32][CH:33]=[C:17]([C:9]2[N:10]=[C:11]3[CH:16]=[CH:15][CH:14]=[CH:13][N:12]3[C:8]=2[C:6]2[CH:5]=[CH:4][N:3]=[C:2]([NH:40][C:39]3[CH:41]=[C:35]([CH3:34])[C:36]([N:44]4[CH2:49][CH2:48][N:47]([S:50]([CH3:53])(=[O:52])=[O:51])[CH2:46][CH2:45]4)=[CH:37][C:38]=3[O:42][CH3:43])[N:7]=2)[CH:18]=1. (5) Given the reactants [NH:1]1[CH2:6][CH2:5][CH2:4][CH:3]([S:7]([N:10]2[CH2:15][CH2:14][O:13][CH2:12][CH2:11]2)(=[O:9])=[O:8])[CH2:2]1.O=[C:17]1[CH2:22][CH2:21][N:20]([C:23]([O:25][C:26]([CH3:29])([CH3:28])[CH3:27])=[O:24])[CH2:19][CH2:18]1.C([BH3-])#N.[Na+].O, predict the reaction product. The product is: [C:26]([O:25][C:23]([N:20]1[CH2:21][CH2:22][CH:17]([N:1]2[CH2:6][CH2:5][CH2:4][CH:3]([S:7]([N:10]3[CH2:11][CH2:12][O:13][CH2:14][CH2:15]3)(=[O:8])=[O:9])[CH2:2]2)[CH2:18][CH2:19]1)=[O:24])([CH3:29])([CH3:27])[CH3:28]. (6) Given the reactants COC1C=CC(OC)=CC=1S([NH:14][C@H]1CN(C(OC(C)(C)C)=O)[C@@H](C)C1)(=O)=O.[Br:28][C:29]1[CH:30]=[CH:31][C:32]([O:52][CH3:53])=[C:33]([S:35]([NH:38][C@H:39]2[CH2:43][N:42]([C:44](OC(C)(C)C)=O)[C@@H:41]([CH3:51])[CH2:40]2)(=[O:37])=[O:36])[CH:34]=1, predict the reaction product. The product is: [Br:28][C:29]1[CH:30]=[CH:31][C:32]([O:52][CH3:53])=[C:33]([S:35]([NH:38][C@@H:39]2[CH2:40][C@H:41]([CH3:51])[N:42]([C:44]#[N:14])[CH2:43]2)(=[O:37])=[O:36])[CH:34]=1. (7) Given the reactants [CH3:1][N:2]([CH3:34])[C:3]([C:5]1[CH:6]=[C:7]([CH2:17][O:18][C:19]2[CH:24]=[CH:23][C:22]([CH2:25][CH2:26][C:27]([O:29]CC)=[O:28])=[C:21]([CH3:32])[C:20]=2[CH3:33])[C:8]2[O:12][C:11]([CH2:13][CH2:14][CH3:15])=[CH:10][C:9]=2[CH:16]=1)=[O:4].[Li+].[OH-], predict the reaction product. The product is: [CH3:34][N:2]([CH3:1])[C:3]([C:5]1[CH:6]=[C:7]([CH2:17][O:18][C:19]2[CH:24]=[CH:23][C:22]([CH2:25][CH2:26][C:27]([OH:29])=[O:28])=[C:21]([CH3:32])[C:20]=2[CH3:33])[C:8]2[O:12][C:11]([CH2:13][CH2:14][CH3:15])=[CH:10][C:9]=2[CH:16]=1)=[O:4]. (8) Given the reactants [CH3:1][CH:2]([CH2:12][C:13]([O:15]CC)=O)[C@@H:3]([C:5]([O:7][C:8]([CH3:11])([CH3:10])[CH3:9])=[O:6])[NH2:4], predict the reaction product. The product is: [CH3:1][CH:2]1[CH2:12][C:13](=[O:15])[NH:4][C@@H:3]1[C:5]([O:7][C:8]([CH3:11])([CH3:10])[CH3:9])=[O:6]. (9) Given the reactants [NH2:1][C:2]1[CH:3]=[C:4]([C:8]2[S:12][C:11]([C:13]3[CH:14]=[C:15]4[C:19](=[CH:20][CH:21]=3)[C:18](=[O:22])[N:17]([CH3:23])[CH2:16]4)=[CH:10][CH:9]=2)[CH:5]=[N:6][CH:7]=1.[F:24][C:25]1[CH:30]=[CH:29][C:28]([S:31](Cl)(=[O:33])=[O:32])=[CH:27][CH:26]=1, predict the reaction product. The product is: [F:24][C:25]1[CH:30]=[CH:29][C:28]([S:31]([NH:1][C:2]2[CH:7]=[N:6][CH:5]=[C:4]([C:8]3[S:12][C:11]([C:13]4[CH:14]=[C:15]5[C:19](=[CH:20][CH:21]=4)[C:18](=[O:22])[N:17]([CH3:23])[CH2:16]5)=[CH:10][CH:9]=3)[CH:3]=2)(=[O:33])=[O:32])=[CH:27][CH:26]=1.